Dataset: Catalyst prediction with 721,799 reactions and 888 catalyst types from USPTO. Task: Predict which catalyst facilitates the given reaction. (1) Reactant: [CH3:1][N:2]([CH3:29])[C:3]1[CH:8]=[CH:7][C:6]([C:9]2[NH:14][C:13](=[O:15])[C:12]([C:16]([O:18]CC3C=CC=CC=3)=[O:17])=[C:11]([OH:26])[C:10]=2[CH2:27][OH:28])=[CH:5][CH:4]=1. Product: [CH3:1][N:2]([CH3:29])[C:3]1[CH:4]=[CH:5][C:6]([C:9]2[NH:14][C:13](=[O:15])[C:12]([C:16]([OH:18])=[O:17])=[C:11]([OH:26])[C:10]=2[CH2:27][OH:28])=[CH:7][CH:8]=1. The catalyst class is: 687. (2) Reactant: [Br:1][C:2]1[CH:3]=[C:4]([S:8]([NH:11][CH2:12][C:13]([O:15]CC)=O)(=[O:10])=[O:9])[CH:5]=[N:6][CH:7]=1.[NH3:18]. Product: [Br:1][C:2]1[CH:3]=[C:4]([S:8]([NH:11][CH2:12][C:13]([NH2:18])=[O:15])(=[O:9])=[O:10])[CH:5]=[N:6][CH:7]=1. The catalyst class is: 5. (3) Reactant: [NH2:1][C:2]1[C:3]([C:16]#[N:17])=[N:4][C:5]([C:8]2[CH:13]=[CH:12][CH:11]=[C:10]([CH2:14][OH:15])[CH:9]=2)=[CH:6][N:7]=1.[S:18]1[CH:22]=[CH:21][CH:20]=[C:19]1[C:23]([NH:25][NH2:26])=O.C[O-].[Na+]. Product: [NH2:1][C:2]1[N:7]=[CH:6][C:5]([C:8]2[CH:9]=[C:10]([CH2:14][OH:15])[CH:11]=[CH:12][CH:13]=2)=[N:4][C:3]=1[C:16]1[NH:26][N:25]=[C:23]([C:19]2[S:18][CH:22]=[CH:21][CH:20]=2)[N:17]=1. The catalyst class is: 5. (4) Reactant: [Br:1]Br.S1C=CC2C=C([C:12]3[N:13]4[CH2:19][CH2:18][N:17]=[C:14]4[S:15][CH:16]=3)C=CC1=2. Product: [BrH:1].[Br:1][C:16]1[S:15][C:14]2=[N:17][CH2:18][CH2:19][N:13]2[CH:12]=1. The catalyst class is: 4.